Predict which catalyst facilitates the given reaction. From a dataset of Catalyst prediction with 721,799 reactions and 888 catalyst types from USPTO. (1) Reactant: [CH3:1][O:2][C:3]1[CH:39]=[C:38]([O:40][CH3:41])[CH:37]=[CH:36][C:4]=1[CH2:5][N:6]1[C:11]([C:12]2[CH:13]=[C:14]3[C:18](=[CH:19][CH:20]=2)[N:17]([CH3:21])[C:16]([CH2:22][CH2:23]OS(C)(=O)=O)=[CH:15]3)=[C:10]([CH2:29][CH3:30])[CH:9]=[C:8]([C:31]([O:33][CH3:34])=[O:32])[C:7]1=[O:35].[N-:42]=[N+:43]=[N-:44].[Na+]. Product: [N:42]([CH2:23][CH2:22][C:16]1[N:17]([CH3:21])[C:18]2[C:14]([CH:15]=1)=[CH:13][C:12]([C:11]1[N:6]([CH2:5][C:4]3[CH:36]=[CH:37][C:38]([O:40][CH3:41])=[CH:39][C:3]=3[O:2][CH3:1])[C:7](=[O:35])[C:8]([C:31]([O:33][CH3:34])=[O:32])=[CH:9][C:10]=1[CH2:29][CH3:30])=[CH:20][CH:19]=2)=[N+:43]=[N-:44]. The catalyst class is: 58. (2) Reactant: [CH2:1]1[CH2:7][S:4](=[O:6])(=[O:5])[O:3][CH2:2]1.[CH3:8][C:9]1([NH2:14])[CH2:13][CH2:12][CH2:11][CH2:10]1. Product: [CH3:8][C:9]1([NH:14][CH2:2][CH2:1][CH2:7][S:4]([OH:3])(=[O:6])=[O:5])[CH2:13][CH2:12][CH2:11][CH2:10]1. The catalyst class is: 131. (3) The catalyst class is: 19. Reactant: [NH:1]1[C:5]2[CH:6]=[CH:7][CH:8]=[CH:9][C:4]=2[N:3]=[C:2]1[C:10]([N:12]1[CH2:15][CH:14]([C:16]2[C:17]([C:22]3[CH2:23][CH2:24][N:25]([C:28](=[O:30])[CH3:29])[CH2:26][CH:27]=3)=[N:18][CH:19]=[CH:20][N:21]=2)[CH2:13]1)=[O:11]. Product: [NH:1]1[C:5]2[CH:6]=[CH:7][CH:8]=[CH:9][C:4]=2[N:3]=[C:2]1[C:10]([N:12]1[CH2:15][CH:14]([C:16]2[C:17]([CH:22]3[CH2:23][CH2:24][N:25]([C:28](=[O:30])[CH3:29])[CH2:26][CH2:27]3)=[N:18][CH:19]=[CH:20][N:21]=2)[CH2:13]1)=[O:11]. (4) Reactant: [CH3:1][C:2]1([CH3:16])[C:6]([CH3:8])([CH3:7])[O:5][B:4]([C:9]2[CH:14]=[CH:13][C:12]([OH:15])=[CH:11][CH:10]=2)[O:3]1.Cl.[CH3:18][N:19]([CH3:23])[CH2:20][CH2:21]Cl.C(=O)([O-])[O-].[Cs+].[Cs+].O1CCCC1. Product: [CH3:18][N:19]([CH3:23])[CH2:20][CH2:21][O:15][C:12]1[CH:13]=[CH:14][C:9]([B:4]2[O:3][C:2]([CH3:16])([CH3:1])[C:6]([CH3:7])([CH3:8])[O:5]2)=[CH:10][CH:11]=1. The catalyst class is: 13.